From a dataset of Catalyst prediction with 721,799 reactions and 888 catalyst types from USPTO. Predict which catalyst facilitates the given reaction. (1) Reactant: Cl.[CH2:2]([O:4][C:5](=[O:24])[C@H:6]([CH3:23])[CH2:7][C@H:8]([NH2:22])[CH2:9][C:10]1[CH:15]=[CH:14][C:13]([C:16]2[CH:21]=[CH:20][CH:19]=[CH:18][CH:17]=2)=[CH:12][CH:11]=1)[CH3:3].[F:25][C:26]1[CH:27]=[C:28]([CH:32]=[C:33]([F:37])[C:34]=1[O:35][CH3:36])[C:29](O)=[O:30].CN(C(ON1N=NC2C=CC=NC1=2)=[N+](C)C)C.F[P-](F)(F)(F)(F)F. Product: [CH2:2]([O:4][C:5](=[O:24])[C@H:6]([CH3:23])[CH2:7][C@H:8]([NH:22][C:29](=[O:30])[C:28]1[CH:32]=[C:33]([F:37])[C:34]([O:35][CH3:36])=[C:26]([F:25])[CH:27]=1)[CH2:9][C:10]1[CH:11]=[CH:12][C:13]([C:16]2[CH:21]=[CH:20][CH:19]=[CH:18][CH:17]=2)=[CH:14][CH:15]=1)[CH3:3]. The catalyst class is: 59. (2) Reactant: C1(C(C2C=CC=CC=2)=[N:8][N:9]([C:11]2[NH:15][C:14](=[O:16])[O:13][N:12]=2)[CH3:10])C=CC=CC=1.[ClH:23]. Product: [ClH:23].[CH3:10][N:9]([C:11]1[NH:15][C:14](=[O:16])[O:13][N:12]=1)[NH2:8]. The catalyst class is: 13. (3) Reactant: [H-].[H-].[H-].[H-].[Li+].[Al+3].[OH:7][C:8]1[C:9]([CH2:14][CH2:15][C:16](OCC)=[O:17])=[N:10][CH:11]=[CH:12][CH:13]=1. Product: [OH:17][CH2:16][CH2:15][CH2:14][C:9]1[C:8]([OH:7])=[CH:13][CH:12]=[CH:11][N:10]=1. The catalyst class is: 1. (4) Reactant: [CH3:1][C:2]([C:9]1[CH:14]=[C:13]([C:15]([CH3:22])([CH3:21])[CH2:16][C:17]([CH3:20])([CH3:19])[CH3:18])[CH:12]=[CH:11][C:10]=1[OH:23])([CH3:8])[CH2:3][C:4]([CH3:7])([CH3:6])[CH3:5].N1C(C)=CC=CC=1C.Cl[Sn](Cl)(Cl)Cl.[CH2:37]=[O:38].Cl. Product: [CH3:8][C:2]([C:9]1[CH:14]=[C:13]([C:15]([CH3:22])([CH3:21])[CH2:16][C:17]([CH3:20])([CH3:19])[CH3:18])[CH:12]=[C:11]([CH:37]=[O:38])[C:10]=1[OH:23])([CH3:1])[CH2:3][C:4]([CH3:5])([CH3:6])[CH3:7]. The catalyst class is: 11.